This data is from Forward reaction prediction with 1.9M reactions from USPTO patents (1976-2016). The task is: Predict the product of the given reaction. (1) Given the reactants [CH3:1][C:2]1[C:7]([B:8]2[O:12][C:11]([CH3:14])([CH3:13])[C:10]([CH3:16])([CH3:15])[O:9]2)=[CH:6][CH:5]=[CH:4][C:3]=1[NH:17][C:18](=[O:25])[CH2:19][C:20]1[S:21][CH:22]=[CH:23][N:24]=1.C1N=CN([C:31](N2C=NC=C2)=[O:32])C=1, predict the reaction product. The product is: [CH3:1][C:2]1[C:7]([B:8]2[O:12][C:11]([CH3:13])([CH3:14])[C:10]([CH3:16])([CH3:15])[O:9]2)=[CH:6][CH:5]=[CH:4][C:3]=1[N:17]1[C:18](=[O:25])[CH:19]=[C:20]2[S:21][CH:22]=[CH:23][N:24]2[C:31]1=[O:32]. (2) Given the reactants [C:1]([NH:24][C@@H:25]([CH2:29][CH2:30][CH2:31][CH2:32][NH:33][C:34](=[O:56])[CH2:35][CH2:36]/[CH:37]=[CH:38]\[CH2:39]/[CH:40]=[CH:41]\[CH2:42]/[CH:43]=[CH:44]\[CH2:45]/[CH:46]=[CH:47]\[CH2:48]/[CH:49]=[CH:50]\[CH2:51]/[CH:52]=[CH:53]\[CH2:54][CH3:55])[C:26]([OH:28])=O)(=[O:23])[CH2:2][CH2:3]/[CH:4]=[CH:5]\[CH2:6]/[CH:7]=[CH:8]\[CH2:9]/[CH:10]=[CH:11]\[CH2:12]/[CH:13]=[CH:14]\[CH2:15]/[CH:16]=[CH:17]\[CH2:18]/[CH:19]=[CH:20]\[CH2:21][CH3:22].[NH2:57][C:58]1[S:59][C:60]2[CH2:66][C@H:65]([N:67]([CH2:75][CH2:76][CH3:77])[C:68](=[O:74])[O:69][C:70]([CH3:73])([CH3:72])[CH3:71])[CH2:64][CH2:63][C:61]=2[N:62]=1.CN(C(ON1N=NC2C=CC=NC1=2)=[N+](C)C)C.F[P-](F)(F)(F)(F)F.CCN(C(C)C)C(C)C, predict the reaction product. The product is: [C:1]([NH:24][C@@H:25]([CH2:29][CH2:30][CH2:31][CH2:32][NH:33][C:34](=[O:56])[CH2:35][CH2:36]/[CH:37]=[CH:38]\[CH2:39]/[CH:40]=[CH:41]\[CH2:42]/[CH:43]=[CH:44]\[CH2:45]/[CH:46]=[CH:47]\[CH2:48]/[CH:49]=[CH:50]\[CH2:51]/[CH:52]=[CH:53]\[CH2:54][CH3:55])[C:26]([NH:57][C:58]1[S:59][C:60]2[CH2:66][C@H:65]([N:67]([CH2:75][CH2:76][CH3:77])[C:68](=[O:74])[O:69][C:70]([CH3:71])([CH3:72])[CH3:73])[CH2:64][CH2:63][C:61]=2[N:62]=1)=[O:28])(=[O:23])[CH2:2][CH2:3]/[CH:4]=[CH:5]\[CH2:6]/[CH:7]=[CH:8]\[CH2:9]/[CH:10]=[CH:11]\[CH2:12]/[CH:13]=[CH:14]\[CH2:15]/[CH:16]=[CH:17]\[CH2:18]/[CH:19]=[CH:20]\[CH2:21][CH3:22]. (3) Given the reactants C1C=CN=CC=1.O=S(=O)=O.[OH:11][CH2:12][CH2:13][CH2:14][O:15][C@H:16]1[C@H:21]([C:22]2[CH:27]=[CH:26][C:25]([O:28][CH2:29][CH2:30][CH2:31][O:32][CH3:33])=[CH:24][CH:23]=2)[C@@H:20]([O:34][CH2:35][C:36]2[CH:37]=[CH:38][C:39]3[O:44][CH2:43][CH2:42][N:41]([CH2:45][CH2:46][CH2:47][O:48][CH3:49])[C:40]=3[CH:50]=2)[CH2:19][N:18]([C:51]([O:53][CH2:54][C:55]2[CH:60]=[CH:59][CH:58]=[CH:57][CH:56]=2)=[O:52])[CH2:17]1.S(=O)(O)[O-].[K+], predict the reaction product. The product is: [CH3:33][O:32][CH2:31][CH2:30][CH2:29][O:28][C:25]1[CH:26]=[CH:27][C:22]([C@H:21]2[C@H:16]([O:15][CH2:14][CH2:13][CH:12]=[O:11])[CH2:17][N:18]([C:51]([O:53][CH2:54][C:55]3[CH:60]=[CH:59][CH:58]=[CH:57][CH:56]=3)=[O:52])[CH2:19][C@@H:20]2[O:34][CH2:35][C:36]2[CH:37]=[CH:38][C:39]3[O:44][CH2:43][CH2:42][N:41]([CH2:45][CH2:46][CH2:47][O:48][CH3:49])[C:40]=3[CH:50]=2)=[CH:23][CH:24]=1. (4) Given the reactants [C:1]([N:8]1[CH:12]=[CH:11]N=C1)(N1C=CN=C1)=[O:2].[F:13][C:14]([F:33])([F:32])[C:15]1[CH:16]=[C:17]([S:21]([N:24]2[CH2:29][CH2:28][C:27](=[N:30][OH:31])[CH2:26][CH2:25]2)(=[O:23])=[O:22])[CH:18]=[CH:19][CH:20]=1.[CH2:34](N(CC)CC)C.C(N)CC, predict the reaction product. The product is: [CH2:12]([NH:8][C:1]([O:31][N:30]=[C:27]1[CH2:26][CH2:25][N:24]([S:21]([C:17]2[CH:18]=[CH:19][CH:20]=[C:15]([C:14]([F:13])([F:32])[F:33])[CH:16]=2)(=[O:23])=[O:22])[CH2:29][CH2:28]1)=[O:2])[CH2:11][CH3:34]. (5) Given the reactants Cl[C:2]1[O:3][C:4]2[C:5](=[C:7]([C:19]#[N:20])[C:8]([CH3:18])=[C:9]([C:12]3[CH:17]=[CH:16][CH:15]=[CH:14][CH:13]=3)[C:10]=2[F:11])[N:6]=1.C([N:24]([CH:27]([CH3:29])C)[CH2:25]C)(C)C.Cl.N1CCC1, predict the reaction product. The product is: [N:24]1([C:2]2[O:3][C:4]3[C:5](=[C:7]([C:19]#[N:20])[C:8]([CH3:18])=[C:9]([C:12]4[CH:17]=[CH:16][CH:15]=[CH:14][CH:13]=4)[C:10]=3[F:11])[N:6]=2)[CH2:25][CH2:29][CH2:27]1. (6) Given the reactants [NH2:1][C:2]1[CH:3]=[C:4]([C:8]2([OH:23])[CH:13]3[CH2:14][CH2:15][CH:9]2[CH2:10][N:11]([CH2:16][C:17]2[CH:22]=[CH:21][CH:20]=[CH:19][CH:18]=2)[CH2:12]3)[CH:5]=[CH:6][CH:7]=1.[CH3:24][O:25][CH2:26][CH2:27][S:28](Cl)(=[O:30])=[O:29].O, predict the reaction product. The product is: [CH2:16]([N:11]1[CH2:10][CH:9]2[C:8]([C:4]3[CH:3]=[C:2]([NH:1][S:28]([CH2:27][CH2:26][O:25][CH3:24])(=[O:30])=[O:29])[CH:7]=[CH:6][CH:5]=3)([OH:23])[CH:13]([CH2:14][CH2:15]2)[CH2:12]1)[C:17]1[CH:18]=[CH:19][CH:20]=[CH:21][CH:22]=1. (7) The product is: [NH2:1][C:2]1[CH:10]=[CH:9][C:5]([C:6]([O:8][CH3:11])=[O:7])=[CH:4][N:3]=1. Given the reactants [NH2:1][C:2]1[CH:10]=[CH:9][C:5]([C:6]([OH:8])=[O:7])=[CH:4][N:3]=1.[CH3:11]O, predict the reaction product. (8) The product is: [CH:33]1([N:28]2[C:29]3[C:24](=[CH:23][C:22]([F:47])=[C:21]([N:19]4[CH2:18][C@H:14]5[C@H:13]([NH:12][CH2:17][CH2:16][CH2:15]5)[CH2:20]4)[C:30]=3[O:31][CH3:32])[C:25](=[O:46])[C:26]([C:36]([O:38][CH2:39][C:40]3[CH:41]=[CH:42][CH:43]=[CH:44][CH:45]=3)=[O:37])=[CH:27]2)[CH2:35][CH2:34]1. Given the reactants C(Cl)(=O)C.C(OC([N:12]1[CH2:17][CH2:16][CH2:15][C@H:14]2[CH2:18][N:19]([C:21]3[C:30]([O:31][CH3:32])=[C:29]4[C:24]([C:25](=[O:46])[C:26]([C:36]([O:38][CH2:39][C:40]5[CH:45]=[CH:44][CH:43]=[CH:42][CH:41]=5)=[O:37])=[CH:27][N:28]4[CH:33]4[CH2:35][CH2:34]4)=[CH:23][C:22]=3[F:47])[CH2:20][C@@H:13]12)=O)(C)(C)C.Cl, predict the reaction product. (9) The product is: [NH2:5][C:4]1[C:3]2[C:2](=[CH:9][CH:8]=[C:7]([Cl:10])[CH:6]=2)[N:1]=[CH:12][N:14]=1. Given the reactants [NH2:1][C:2]1[CH:9]=[CH:8][C:7]([Cl:10])=[CH:6][C:3]=1[C:4]#[N:5].O.[CH:12]([NH2:14])=O, predict the reaction product. (10) The product is: [ClH:3].[CH3:14][O:12][C:11]([C@H:8]1[CH2:7][C@@H:6]([OH:5])[CH2:10][NH:9]1)=[O:13]. Given the reactants S(Cl)([Cl:3])=O.[OH:5][C@H:6]1[CH2:10][NH:9][C@@H:8]([C:11]([OH:13])=[O:12])[CH2:7]1.[CH3:14]O, predict the reaction product.